Dataset: Full USPTO retrosynthesis dataset with 1.9M reactions from patents (1976-2016). Task: Predict the reactants needed to synthesize the given product. (1) Given the product [CH2:48]([N:27]([CH2:25][CH3:26])[C:28](=[O:47])[CH2:29][O:30][C:31]1[CH:32]=[C:33]([C@H:37]([N:45]([CH3:46])[C:12](=[O:14])[CH2:11][C:8]2[CH:9]=[CH:10][C:4]3[S:3][C:2](=[O:1])[NH:6][C:5]=3[CH:7]=2)[CH2:38][N:39]2[CH2:43][CH2:42][C@H:41]([OH:44])[CH2:40]2)[CH:34]=[CH:35][CH:36]=1)[CH3:49], predict the reactants needed to synthesize it. The reactants are: [O:1]=[C:2]1[NH:6][C:5]2[CH:7]=[C:8]([CH2:11][C:12]([OH:14])=O)[CH:9]=[CH:10][C:4]=2[S:3]1.C1C=CC2N(O)N=NC=2C=1.[CH2:25]([N:27]([CH2:48][CH3:49])[C:28](=[O:47])[CH2:29][O:30][C:31]1[CH:36]=[CH:35][CH:34]=[C:33]([C@H:37]([NH:45][CH3:46])[CH2:38][N:39]2[CH2:43][CH2:42][C@H:41]([OH:44])[CH2:40]2)[CH:32]=1)[CH3:26]. (2) Given the product [C:26]([C@H:19]1[CH2:18][CH2:17][C@@:16]2([CH3:22])[C:15](=[CH:14][C:12](=[O:13])[C@@H:6]3[C@@H:5]2[CH2:4][CH2:3][C@@:2]2([CH3:1])[C@H:7]3[CH2:8][CH2:9][C:10]2=[O:11])[CH2:20]1)([O:25][CH2:23][CH3:24])=[O:27], predict the reactants needed to synthesize it. The reactants are: [CH3:1][C@@:2]12[C:10](=[O:11])[CH2:9][CH2:8][C@H:7]1[C@@H:6]1[C:12]([CH:14]=[C:15]3[CH2:20][C@@H:19](O)[CH2:18][CH2:17][C@:16]3([CH3:22])[C@H:5]1[CH2:4][CH2:3]2)=[O:13].[CH2:23]([O:25][C:26](Cl)=[O:27])[CH3:24]. (3) Given the product [C:1]([O:5][C:6]([NH:8][C:9]1[S:10][C:11]([Cl:67])=[C:12]([C:14](=[N:46][O:47][C:48]([C:61]2[CH:66]=[CH:65][CH:64]=[CH:63][CH:62]=2)([C:55]2[CH:56]=[CH:57][CH:58]=[CH:59][CH:60]=2)[C:49]2[CH:50]=[CH:51][CH:52]=[CH:53][CH:54]=2)[C:15]([NH:17][C@@H:18]2[C:25](=[O:26])[N:24]3[C@@H:19]2[S:20][CH2:21][C:22](/[CH:43]=[CH:44]/[O:45][S:76]([C:75]([F:88])([F:87])[F:74])(=[O:78])=[O:77])=[C:23]3[C:27]([O:29][CH:30]([C:31]2[CH:36]=[CH:35][CH:34]=[CH:33][CH:32]=2)[C:37]2[CH:42]=[CH:41][CH:40]=[CH:39][CH:38]=2)=[O:28])=[O:16])[N:13]=1)=[O:7])([CH3:4])([CH3:2])[CH3:3], predict the reactants needed to synthesize it. The reactants are: [C:1]([O:5][C:6]([NH:8][C:9]1[S:10][C:11]([Cl:67])=[C:12]([C:14](=[N:46][O:47][C:48]([C:61]2[CH:66]=[CH:65][CH:64]=[CH:63][CH:62]=2)([C:55]2[CH:60]=[CH:59][CH:58]=[CH:57][CH:56]=2)[C:49]2[CH:54]=[CH:53][CH:52]=[CH:51][CH:50]=2)[C:15]([NH:17][C@@H:18]2[C:25](=[O:26])[N:24]3[C@@H:19]2[S:20][CH2:21][C:22]([CH2:43][CH:44]=[O:45])=[C:23]3[C:27]([O:29][CH:30]([C:37]2[CH:42]=[CH:41][CH:40]=[CH:39][CH:38]=2)[C:31]2[CH:36]=[CH:35][CH:34]=[CH:33][CH:32]=2)=[O:28])=[O:16])[N:13]=1)=[O:7])([CH3:4])([CH3:3])[CH3:2].N1C=CC=CC=1.[F:74][C:75]([F:88])([F:87])[S:76](O[S:76]([C:75]([F:88])([F:87])[F:74])(=[O:78])=[O:77])(=[O:78])=[O:77].Cl.